From a dataset of Catalyst prediction with 721,799 reactions and 888 catalyst types from USPTO. Predict which catalyst facilitates the given reaction. (1) Reactant: Cl.[CH2:2]([NH:9][C@H:10]1[CH2:15][CH2:14][C@H:13]([C:16]2[CH:21]=[CH:20][C:19]([OH:22])=[CH:18][CH:17]=2)[CH2:12][CH2:11]1)[C:3]1[CH:8]=[CH:7][CH:6]=[CH:5][CH:4]=1.[C:23](O[C:23]([O:25][C:26]([CH3:29])([CH3:28])[CH3:27])=[O:24])([O:25][C:26]([CH3:29])([CH3:28])[CH3:27])=[O:24]. Product: [CH2:2]([N:9]([C@H:10]1[CH2:15][CH2:14][C@H:13]([C:16]2[CH:17]=[CH:18][C:19]([OH:22])=[CH:20][CH:21]=2)[CH2:12][CH2:11]1)[C:23](=[O:24])[O:25][C:26]([CH3:29])([CH3:28])[CH3:27])[C:3]1[CH:4]=[CH:5][CH:6]=[CH:7][CH:8]=1. The catalyst class is: 13. (2) Reactant: [Cl:1][C:2]1[CH:11]=[C:10]2[C:5]([C:6]([N:12]3[CH2:17][CH2:16][NH:15][CH2:14][CH2:13]3)=[CH:7][CH:8]=[N:9]2)=[CH:4][CH:3]=1.[F:18][C:19]1[CH:24]=[CH:23][C:22]([S:25](Cl)(=[O:27])=[O:26])=[CH:21][CH:20]=1.C(N(CC)CC)C. Product: [Cl:1][C:2]1[CH:11]=[C:10]2[C:5]([C:6]([N:12]3[CH2:17][CH2:16][N:15]([S:25]([C:22]4[CH:23]=[CH:24][C:19]([F:18])=[CH:20][CH:21]=4)(=[O:27])=[O:26])[CH2:14][CH2:13]3)=[CH:7][CH:8]=[N:9]2)=[CH:4][CH:3]=1. The catalyst class is: 25. (3) Reactant: Br[CH2:2][C:3]1[CH:8]=[C:7]([N+:9]([O-:11])=[O:10])[CH:6]=[CH:5][C:4]=1[O:12][CH3:13].[OH:14][CH2:15][C:16]1([C:29]2[CH:34]=[CH:33][CH:32]=[CH:31][CH:30]=2)[CH2:21][CH2:20][N:19]([C:22]([O:24][C:25]([CH3:28])([CH3:27])[CH3:26])=[O:23])[CH2:18][CH2:17]1.[H-].[Na+]. Product: [CH3:13][O:12][C:4]1[CH:5]=[CH:6][C:7]([N+:9]([O-:11])=[O:10])=[CH:8][C:3]=1[CH2:2][O:14][CH2:15][C:16]1([C:29]2[CH:30]=[CH:31][CH:32]=[CH:33][CH:34]=2)[CH2:21][CH2:20][N:19]([C:22]([O:24][C:25]([CH3:27])([CH3:28])[CH3:26])=[O:23])[CH2:18][CH2:17]1. The catalyst class is: 35. (4) Reactant: C([O:8][C:9]1[CH:18]=[C:17]2[C:12]([C:13]3[N:22]4[C@@H:23]([CH:27]([CH3:29])[CH3:28])[CH2:24][O:25][CH2:26][C:21]4=[N:20][C:14]=3[C:15]([NH2:19])=[N:16]2)=[CH:11][CH:10]=1)C1C=CC=CC=1.C(Cl)(Cl)Cl. Product: [NH2:19][C:15]1[C:14]2[N:20]=[C:21]3[CH2:26][O:25][CH2:24][C@H:23]([CH:27]([CH3:28])[CH3:29])[N:22]3[C:13]=2[C:12]2[C:17](=[CH:18][C:9]([OH:8])=[CH:10][CH:11]=2)[N:16]=1. The catalyst class is: 29. (5) Reactant: S(C)C.[CH:4]1([N:9]2[C:18]3[N:17]=[C:16]([NH:19][C:20]4[CH:35]=[CH:34][C:23]([C:24]([NH:26][CH:27]5[CH2:32][CH2:31][N:30]([CH3:33])[CH2:29][CH2:28]5)=[O:25])=[CH:22][C:21]=4[O:36][CH3:37])[N:15]=[CH:14][C:13]=3[N:12]([CH3:38])[C:11](=O)[C@H:10]2[CH2:40][CH3:41])[CH2:8][CH2:7][CH2:6][CH2:5]1.Cl. Product: [NH3:9].[CH:4]1([N:9]2[C:18]3[N:17]=[C:16]([NH:19][C:20]4[CH:35]=[CH:34][C:23]([C:24]([NH:26][CH:27]5[CH2:32][CH2:31][N:30]([CH3:33])[CH2:29][CH2:28]5)=[O:25])=[CH:22][C:21]=4[O:36][CH3:37])[N:15]=[CH:14][C:13]=3[N:12]([CH3:38])[CH2:11][C@H:10]2[CH2:40][CH3:41])[CH2:8][CH2:7][CH2:6][CH2:5]1. The catalyst class is: 20. (6) Reactant: [Cl:1][C:2]1[CH:3]=[CH:4][C:5](F)=[C:6]([CH:9]=1)[CH:7]=[O:8].[NH:11]1[CH:15]=[CH:14][N:13]=[N:12]1.C([O-])([O-])=O.[Cs+].[Cs+]. Product: [Cl:1][C:2]1[CH:3]=[CH:4][C:5]([N:11]2[CH:15]=[CH:14][N:13]=[N:12]2)=[C:6]([CH:9]=1)[CH:7]=[O:8]. The catalyst class is: 3.